From a dataset of NCI-60 drug combinations with 297,098 pairs across 59 cell lines. Regression. Given two drug SMILES strings and cell line genomic features, predict the synergy score measuring deviation from expected non-interaction effect. (1) Drug 1: C1=NC2=C(N1)C(=S)N=CN2. Drug 2: COC1=C2C(=CC3=C1OC=C3)C=CC(=O)O2. Cell line: MOLT-4. Synergy scores: CSS=44.2, Synergy_ZIP=1.08, Synergy_Bliss=2.68, Synergy_Loewe=-37.2, Synergy_HSA=2.00. (2) Drug 1: CC(C1=C(C=CC(=C1Cl)F)Cl)OC2=C(N=CC(=C2)C3=CN(N=C3)C4CCNCC4)N. Drug 2: CC1=C2C(C(=O)C3(C(CC4C(C3C(C(C2(C)C)(CC1OC(=O)C(C(C5=CC=CC=C5)NC(=O)OC(C)(C)C)O)O)OC(=O)C6=CC=CC=C6)(CO4)OC(=O)C)O)C)O. Cell line: SN12C. Synergy scores: CSS=59.7, Synergy_ZIP=9.64, Synergy_Bliss=10.8, Synergy_Loewe=1.91, Synergy_HSA=13.4. (3) Drug 1: C1CCN(CC1)CCOC2=CC=C(C=C2)C(=O)C3=C(SC4=C3C=CC(=C4)O)C5=CC=C(C=C5)O. Drug 2: C1CCC(C(C1)N)N.C(=O)(C(=O)[O-])[O-].[Pt+4]. Cell line: MDA-MB-231. Synergy scores: CSS=9.28, Synergy_ZIP=-2.46, Synergy_Bliss=-2.49, Synergy_Loewe=-14.5, Synergy_HSA=-2.03. (4) Drug 1: COC1=C2C(=CC3=C1OC=C3)C=CC(=O)O2. Drug 2: C1CNP(=O)(OC1)N(CCCl)CCCl. Cell line: UO-31. Synergy scores: CSS=2.12, Synergy_ZIP=1.28, Synergy_Bliss=2.22, Synergy_Loewe=2.95, Synergy_HSA=0.670. (5) Drug 1: C1=CN(C(=O)N=C1N)C2C(C(C(O2)CO)O)O.Cl. Drug 2: CC1CCCC2(C(O2)CC(NC(=O)CC(C(C(=O)C(C1O)C)(C)C)O)C(=CC3=CSC(=N3)C)C)C. Cell line: ACHN. Synergy scores: CSS=57.1, Synergy_ZIP=-5.79, Synergy_Bliss=-5.89, Synergy_Loewe=-1.49, Synergy_HSA=1.27. (6) Drug 1: CS(=O)(=O)C1=CC(=C(C=C1)C(=O)NC2=CC(=C(C=C2)Cl)C3=CC=CC=N3)Cl. Drug 2: C1CC(=O)NC(=O)C1N2C(=O)C3=CC=CC=C3C2=O. Cell line: MDA-MB-231. Synergy scores: CSS=7.87, Synergy_ZIP=-1.45, Synergy_Bliss=1.91, Synergy_Loewe=1.28, Synergy_HSA=1.26. (7) Drug 1: CC12CCC3C(C1CCC2=O)CC(=C)C4=CC(=O)C=CC34C. Synergy scores: CSS=54.0, Synergy_ZIP=-0.0586, Synergy_Bliss=2.26, Synergy_Loewe=-17.3, Synergy_HSA=1.83. Cell line: COLO 205. Drug 2: CCCS(=O)(=O)NC1=C(C(=C(C=C1)F)C(=O)C2=CNC3=C2C=C(C=N3)C4=CC=C(C=C4)Cl)F.